From a dataset of Full USPTO retrosynthesis dataset with 1.9M reactions from patents (1976-2016). Predict the reactants needed to synthesize the given product. (1) Given the product [F:1][C:2]1[C:3]([OH:12])=[CH:4][C:5]2[O:9][CH2:8][CH2:7][C:6]=2[CH:11]=1, predict the reactants needed to synthesize it. The reactants are: [F:1][C:2]1[C:3]([OH:12])=[CH:4][C:5]2[O:9][CH2:8][C:7](=O)[C:6]=2[CH:11]=1.O.NN.[OH-].[K+].Cl. (2) The reactants are: [F:1][CH:2]1[C:7]([OH:18])([C:8]#[C:9][CH2:10][O:11][CH:12]2[CH2:17][CH2:16][CH2:15][CH2:14][O:13]2)[CH2:6][CH2:5][N:4]([C:19]([O:21][C:22]([CH3:25])([CH3:24])[CH3:23])=[O:20])[CH2:3]1. Given the product [F:1][CH:2]1[C:7]([OH:18])([CH2:8][CH2:9][CH2:10][O:11][CH:12]2[CH2:17][CH2:16][CH2:15][CH2:14][O:13]2)[CH2:6][CH2:5][N:4]([C:19]([O:21][C:22]([CH3:25])([CH3:24])[CH3:23])=[O:20])[CH2:3]1, predict the reactants needed to synthesize it. (3) Given the product [CH3:16][C:4]1[CH:3]=[C:2]([N:5]2[CH2:6][CH2:11][CH2:2][CH2:3][CH2:4]2)[C:11]2[C:6](=[CH:7][CH:8]=[C:9]([C:12]([F:15])([F:14])[F:13])[CH:10]=2)[N:5]=1, predict the reactants needed to synthesize it. The reactants are: Cl[C:2]1[C:11]2[C:6](=[CH:7][CH:8]=[C:9]([C:12]([F:15])([F:14])[F:13])[CH:10]=2)[N:5]=[C:4]([CH3:16])[CH:3]=1.Cl. (4) Given the product [CH2:1]([O:3][C:4](=[O:13])[C:5]1[CH:10]=[C:9]([F:11])[CH:8]=[N:7][C:6]=1[O:22][C:18]1[CH:19]=[CH:20][CH:21]=[C:16]([S:15][CH3:14])[CH:17]=1)[CH3:2], predict the reactants needed to synthesize it. The reactants are: [CH2:1]([O:3][C:4](=[O:13])[C:5]1[CH:10]=[C:9]([F:11])[CH:8]=[N:7][C:6]=1Cl)[CH3:2].[CH3:14][S:15][C:16]1[CH:17]=[C:18]([OH:22])[CH:19]=[CH:20][CH:21]=1.C(=O)([O-])[O-].[Cs+].[Cs+]. (5) Given the product [F:48][C:49]1[CH:54]=[CH:53][C:52]([C:55]2([C:60]3[CH:65]=[CH:64][C:63]([F:66])=[CH:62][CH:61]=3)[CH2:59][CH2:58][N:57]([C:20](=[O:21])[CH2:19][N:3]3[CH2:4][CH2:5][C:6]([C:7]4[CH:12]=[CH:11][CH:10]=[CH:9][CH:8]=4)([C:13]4[CH:18]=[CH:17][CH:16]=[CH:15][CH:14]=4)[C:2]3=[O:1])[CH2:56]2)=[CH:51][CH:50]=1, predict the reactants needed to synthesize it. The reactants are: [O:1]=[C:2]1[C:6]([C:13]2[CH:18]=[CH:17][CH:16]=[CH:15][CH:14]=2)([C:7]2[CH:12]=[CH:11][CH:10]=[CH:9][CH:8]=2)[CH2:5][CH2:4][N:3]1[CH2:19][C:20](O)=[O:21].FC1C=CC(C2(C3C=CC(F)=CC=3)CCCN(CC(O)=O)C2=O)=CC=1.[F:48][C:49]1[CH:54]=[CH:53][C:52]([C:55]2([C:60]3[CH:65]=[CH:64][C:63]([F:66])=[CH:62][CH:61]=3)[CH2:59][CH2:58][NH:57][CH2:56]2)=[CH:51][CH:50]=1.C1(C2(C3C=CC=CC=3)CCNC2)C=CC=CC=1. (6) Given the product [F:1][C:2]1[C:3]([OH:12])=[C:4]([CH:8]=[CH:9][C:10]=1[F:11])[C:5]([O:7][CH3:18])=[O:6], predict the reactants needed to synthesize it. The reactants are: [F:1][C:2]1[C:3]([OH:12])=[C:4]([CH:8]=[CH:9][C:10]=1[F:11])[C:5]([OH:7])=[O:6].S(=O)(=O)(O)O.[CH3:18]O. (7) Given the product [F:1][CH:2]([F:17])[CH2:3][N:4]1[CH2:8][CH2:7][C@@H:6]([NH2:9])[CH2:5]1, predict the reactants needed to synthesize it. The reactants are: [F:1][CH:2]([F:17])[CH2:3][N:4]1[CH2:8][CH2:7][C@@H:6]([NH:9]C(=O)OC(C)(C)C)[CH2:5]1.Cl.